The task is: Predict which catalyst facilitates the given reaction.. This data is from Catalyst prediction with 721,799 reactions and 888 catalyst types from USPTO. Reactant: S(Cl)(Cl)=O.[Cl:5][C:6]1[N:7]=[N:8][C:9]([Cl:15])=[CH:10][C:11]=1[C:12](O)=[O:13].[Cl-].[Cl-].[Cl-].[Al+3].[CH3:20][C:21]1[C:26]2[NH:27][C:28](=[O:30])[O:29][C:25]=2[CH:24]=[CH:23][CH:22]=1. Product: [Cl:5][C:6]1[N:7]=[N:8][C:9]([Cl:15])=[CH:10][C:11]=1[C:12]([C:23]1[CH:22]=[C:21]([CH3:20])[C:26]2[NH:27][C:28](=[O:30])[O:29][C:25]=2[CH:24]=1)=[O:13]. The catalyst class is: 26.